This data is from Forward reaction prediction with 1.9M reactions from USPTO patents (1976-2016). The task is: Predict the product of the given reaction. (1) Given the reactants [O:1]=[CH:2][C:3]1[CH:11]=[CH:10][CH:9]=[C:6]([O:7][CH3:8])[C:4]=1[OH:5].Br[CH:13]1[CH2:17][CH2:16][CH2:15][CH2:14]1.C(=O)([O-])[O-].[K+].[K+], predict the reaction product. The product is: [CH:13]1([O:5][C:4]2[C:6]([O:7][CH3:8])=[CH:9][CH:10]=[CH:11][C:3]=2[CH:2]=[O:1])[CH2:17][CH2:16][CH2:15][CH2:14]1. (2) Given the reactants [NH2:1][C:2]1[C:7]([C:8]([O:10][CH2:11][CH3:12])=[O:9])=[CH:6][N:5]=[C:4](Cl)[C:3]=1[Cl:14].Cl.[Cl:16][C:17]1[S:21][C:20]([S:22]([NH:25][C:26]([CH:28]2[CH2:33][CH2:32][NH:31][CH2:30][CH2:29]2)=[O:27])(=[O:24])=[O:23])=[CH:19][CH:18]=1.CCN(C(C)C)C(C)C, predict the reaction product. The product is: [NH2:1][C:2]1[C:7]([C:8]([O:10][CH2:11][CH3:12])=[O:9])=[CH:6][N:5]=[C:4]([N:31]2[CH2:32][CH2:33][CH:28]([C:26]([NH:25][S:22]([C:20]3[S:21][C:17]([Cl:16])=[CH:18][CH:19]=3)(=[O:23])=[O:24])=[O:27])[CH2:29][CH2:30]2)[C:3]=1[Cl:14]. (3) Given the reactants CO.[C:3](#[N:5])[CH3:4].C(N)C.C[O:10][C:11]([C:13]1[C:18](=[O:19])[N:17]([C:20]2[CH:25]=[CH:24][CH:23]=[C:22]([C:26]([F:29])([F:28])[F:27])[CH:21]=2)[C:16]([CH3:30])=[C:15]([C:31]2[N:32]([C:36]3[CH:41]=[CH:40][C:39]([C:42]#[N:43])=[CH:38][CH:37]=3)[N:33]=[CH:34][CH:35]=2)[N:14]=1)=O, predict the reaction product. The product is: [CH2:3]([NH:5][C:11]([C:13]1[C:18](=[O:19])[N:17]([C:20]2[CH:25]=[CH:24][CH:23]=[C:22]([C:26]([F:29])([F:27])[F:28])[CH:21]=2)[C:16]([CH3:30])=[C:15]([C:31]2[N:32]([C:36]3[CH:37]=[CH:38][C:39]([C:42]#[N:43])=[CH:40][CH:41]=3)[N:33]=[CH:34][CH:35]=2)[N:14]=1)=[O:10])[CH3:4]. (4) Given the reactants [Cl:1][C:2]1[C:6]([Cl:7])=[C:5]([CH3:8])[NH:4][C:3]=1[C:9]([NH:11][C@H:12]1[CH2:17][CH2:16][N:15](C(OC(C)(C)C)=O)[CH2:14][C@H:13]1[CH2:25][O:26][CH3:27])=[O:10], predict the reaction product. The product is: [ClH:1].[Cl:1][C:2]1[C:6]([Cl:7])=[C:5]([CH3:8])[NH:4][C:3]=1[C:9]([NH:11][C@H:12]1[CH2:17][CH2:16][NH:15][CH2:14][C@H:13]1[CH2:25][O:26][CH3:27])=[O:10].